From a dataset of Full USPTO retrosynthesis dataset with 1.9M reactions from patents (1976-2016). Predict the reactants needed to synthesize the given product. (1) The reactants are: [Cl:1][C:2]1[CH:7]=[C:6]([Cl:8])[CH:5]=[CH:4][C:3]=1[C:9]1[N:14]=[C:13](O)[N:12]2[N:16]=[C:17]([CH2:19][N:20]3[CH2:25][CH2:24][O:23][CH2:22][CH2:21]3)[N:18]=[C:11]2[CH:10]=1.P(Cl)(Cl)([Cl:28])=O. Given the product [Cl:28][C:13]1[N:12]2[N:16]=[C:17]([CH2:19][N:20]3[CH2:25][CH2:24][O:23][CH2:22][CH2:21]3)[N:18]=[C:11]2[CH:10]=[C:9]([C:3]2[CH:4]=[CH:5][C:6]([Cl:8])=[CH:7][C:2]=2[Cl:1])[N:14]=1, predict the reactants needed to synthesize it. (2) Given the product [CH2:1]([N:8]1[C:12](=[O:13])[CH2:11][NH:10][C:9]1=[O:14])[C:2]1[CH:3]=[CH:4][CH:5]=[CH:6][CH:7]=1.[CH2:2]([C:1]([NH2:8])=[O:17])[CH2:3][CH2:4][CH2:5][CH2:6][CH3:7], predict the reactants needed to synthesize it. The reactants are: [CH2:1]([N:8]1[C:12](=[O:13])[CH2:11][NH:10][C:9]1=[O:14])[C:2]1[CH:7]=[CH:6][CH:5]=[CH:4][CH:3]=1.N(CCCCCC)=C=[O:17]. (3) Given the product [OH:48][C:45]([CH:42]1[CH2:41][CH2:40][N:39]([C:36]2[CH:35]=[CH:34][C:33]([C:2]3[C:10]4[C:5](=[CH:6][CH:7]=[C:8]([NH:11][C:12](=[O:24])[CH:13]([N:19]5[CH2:23][CH2:22][CH2:21][CH2:20]5)[C:14]5[CH:18]=[CH:17][S:16][CH:15]=5)[CH:9]=4)[NH:4][N:3]=3)=[CH:38][CH:37]=2)[CH2:44][CH2:43]1)([CH3:47])[CH3:46], predict the reactants needed to synthesize it. The reactants are: I[C:2]1[C:10]2[C:5](=[CH:6][CH:7]=[C:8]([NH:11][C:12](=[O:24])[CH:13]([N:19]3[CH2:23][CH2:22][CH2:21][CH2:20]3)[C:14]3[CH:18]=[CH:17][S:16][CH:15]=3)[CH:9]=2)[NH:4][N:3]=1.CC1(C)C(C)(C)OB([C:33]2[CH:38]=[CH:37][C:36]([N:39]3[CH2:44][CH2:43][CH:42]([C:45]([OH:48])([CH3:47])[CH3:46])[CH2:41][CH2:40]3)=[CH:35][CH:34]=2)O1. (4) The reactants are: [F:8][C:7]([F:10])([F:9])[C:6](O[C:6](=[O:11])[C:7]([F:10])([F:9])[F:8])=[O:11].[Br:14][C:15]1[CH:16]=[CH:17]/[C:18](=[N:25]/S(C2C=CC(C)=CC=2)(=O)=O)/[N:19]([CH2:21][C:22]([NH2:24])=O)[CH:20]=1.CC1C=CC(S(O)(=O)=O)=CC=1. Given the product [Br:14][C:15]1[CH:16]=[CH:17][C:18]2[N:19]([CH:21]=[C:22]([NH:24][C:6](=[O:11])[C:7]([F:8])([F:9])[F:10])[N:25]=2)[CH:20]=1, predict the reactants needed to synthesize it. (5) Given the product [C:13]1([C:11]2[N:12]=[C:8]([CH2:6][OH:5])[S:9][C:10]=2[C:19]([F:22])([F:20])[F:21])[CH:14]=[CH:15][CH:16]=[CH:17][CH:18]=1, predict the reactants needed to synthesize it. The reactants are: [BH4-].[Na+].C([O:5][C:6]([C:8]1[S:9][C:10]([C:19]([F:22])([F:21])[F:20])=[C:11]([C:13]2[CH:18]=[CH:17][CH:16]=[CH:15][CH:14]=2)[N:12]=1)=O)C. (6) The reactants are: [C:1]([O:5][C:6](=[O:19])[C:7]([S:10][C:11]1[S:12][CH:13]=[C:14]([CH2:16][CH2:17][NH2:18])[N:15]=1)([CH3:9])[CH3:8])([CH3:4])([CH3:3])[CH3:2].[Cl:20][C:21]1[N:22]=[N:23][C:24](Cl)=[CH:25][CH:26]=1.C(N(C(C)C)CC)(C)C.O. Given the product [C:1]([O:5][C:6](=[O:19])[C:7]([S:10][C:11]1[S:12][CH:13]=[C:14]([CH2:16][CH2:17][NH:18][C:24]2[N:23]=[N:22][C:21]([Cl:20])=[CH:26][CH:25]=2)[N:15]=1)([CH3:9])[CH3:8])([CH3:2])([CH3:4])[CH3:3], predict the reactants needed to synthesize it. (7) Given the product [CH2:17]([C:16]1[CH2:22][CH:13]2[CH:6]([CH:15]=1)[C:5](=[O:7])[CH2:14]2)[CH2:18][CH2:19][CH3:20], predict the reactants needed to synthesize it. The reactants are: C(O[C:5](=[O:7])[CH3:6])(=O)C.C(N([CH2:13][CH3:14])CC)C.[CH3:15][CH2:16][CH2:17][CH2:18][CH2:19][CH3:20].O.[CH3:22]N(C)C(=O)C. (8) The reactants are: [C:1]([C:4]1[CH:9]=[CH:8][C:7]([C:10]2[S:14][C:13]([NH:15]C(=O)C)=[N:12][C:11]=2[CH3:19])=[CH:6][C:5]=1[F:20])(=[O:3])[CH3:2].Cl. Given the product [NH2:15][C:13]1[S:14][C:10]([C:7]2[CH:8]=[CH:9][C:4]([C:1](=[O:3])[CH3:2])=[C:5]([F:20])[CH:6]=2)=[C:11]([CH3:19])[N:12]=1, predict the reactants needed to synthesize it.